Dataset: Peptide-MHC class I binding affinity with 185,985 pairs from IEDB/IMGT. Task: Regression. Given a peptide amino acid sequence and an MHC pseudo amino acid sequence, predict their binding affinity value. This is MHC class I binding data. (1) The peptide sequence is LLDDGWAGE. The MHC is HLA-A02:01 with pseudo-sequence HLA-A02:01. The binding affinity (normalized) is 0.0847. (2) The MHC is HLA-B27:05 with pseudo-sequence HLA-B27:05. The binding affinity (normalized) is 0.0847. The peptide sequence is TVANNPDDK. (3) The peptide sequence is GLYEAIEEC. The MHC is HLA-A26:01 with pseudo-sequence HLA-A26:01. The binding affinity (normalized) is 0.0847. (4) The peptide sequence is TLVDICFWST. The MHC is HLA-A02:01 with pseudo-sequence HLA-A02:01. The binding affinity (normalized) is 0.763.